From a dataset of TAP: 5 developability metrics (CDR length, charge patches, hydrophobicity). Multi-output Regression. Predict 5 antibody developability metrics. (1) The antibody is ["['EVQLVESGGGLVQPGGSLRLSCAASGYTFTSYWLHWVRQAPGKGLEWVGMIDPSNSDTRFNPNFKDRFTISADTSKNTAYLQMNSLRAEDTAVYYCATYRSYVTPLDYWGQGTLVTVSS'\\n 'DIQMTQSPSSLSASVGDRVTITCKSSQSLLYTSSQKNYLAWYQQKPGKAPKLLIYWASTRESGVPSRFSGSGSGTDFTLTISSLQPEDFATYYCQQYYAYPWTFGQGTKVEIK']"]. Developability metrics: CDR_Length=52.0, PSH=123, PPC=0.0753, PNC=0.248, SFvCSP=8.00. (2) The antibody is ["['QVQLQESGAELVRSGASVRMSCKASGYTFTSYNMHWVKQTPGQGLEWIGYIYPGNGGTNYIQKFKGKAILTADTSSSTAYMQISSLTSEDSAVYFCTRSPSHYSSDPYFDYWGQGTTLTVSS'\\n 'DIVMSQSHKFMSTSVGDRVSITCKASQDVGTAVAWYQQNPGQSPKFLIYWASTRHTGVPDRFTGSGSGTDFTLTITNVQSEDLADYFCQQYSSYPLTFGAGTSLELK']"]. Developability metrics: CDR_Length=49.0, PSH=122, PPC=0.113, PNC=0, SFvCSP=-1.68. (3) The antibody is ["['QVQLQESGPGLVKPSETLSLTCAVSGGSISGGYGWGWIRQPPGKGLEWIGSFYSSSGNTYYNPSLKSQVTISTDTSKNQFSLKLNSMTAADTAVYYCVRDRLFSVVGMVYNNWFDVWGPGVLVTVSS'\\n 'ESALTQPPSVSGAPGQKVTISCTGSTSNIGGYDLHWYQQLPGTAPKLLIYDINKRPSGISDRFSGSKSGTAASLAITGLQTEDEADYYCQSYDSSLNAQVFGGGTRLTVL']"]. Developability metrics: CDR_Length=58.0, PSH=168, PPC=1.36, PNC=0.222, SFvCSP=2.00. (4) The antibody is ["['EVQLVESGGGLVQPGRSLRLSCAASGFTFNDYAMHWVRQAPGKGLEWVSTISWNSGSIGYADSVKGRFTISRDNAKKSLYLQMNSLRAEDTALYYCAKDIQYGNYYYGMDVWGQGTTVTVSS'\\n 'EIVLTQSPATLSLSPGERATLSCRASQSVSSYLAWYQQKPGQAPRLLIYDASNRATGIPARFSGSGSGTDFTLTISSLEPEDFAVYYCQQRSNWPITFGQGTRLEIK']"]. Developability metrics: CDR_Length=49.0, PSH=139, PPC=0.00620, PNC=0, SFvCSP=6.30. (5) The antibody is ["['QVTLRESGPALVKPTQTLTLTCTVSGFSLTSYSVHWVRQPPGKGLEWLGVIWASGGTDYNSALMSRLSISKDTSRNQVVLTMTNMDPVDTATYYCARDPPSSLLRLDYWGRGTPVTVSS'\\n 'DIVMTQSPDSLAVSLGERATINCKSSQSLLNSGNQKNYLAWYQQKPGQPPKLLIYGASTRESGVPDRFSGSGSGTDFTLTISSLQAEDVAVYYCQNVHSFPFTFGGGTKLEIK']"]. Developability metrics: CDR_Length=52.0, PSH=147, PPC=0.179, PNC=0.251, SFvCSP=8.40. (6) The antibody is ["['QVQLQESGPGLVRPSQTLSLTCTVSGYSITSDHAWSWVRQPPGRGLEWIGYISYSGITTYNPSLKSRVTMLRDTSKNQFSLRLSSVTAADTAVYYCARSLARTTAMDYWGQGSLVTVSS'\\n 'DIQMTQSPSSLSASVGDRVTITCRASQDISSYLNWYQQKPGKAPKLLIYYTSRLHSGVPSRFSGSGSGTDFTFTISSLQPEDIATYYCQQGNTLPYTFGQGTKVEIK']"]. Developability metrics: CDR_Length=46.0, PSH=130, PPC=0.0818, PNC=0, SFvCSP=18.9. (7) The antibody is ["['EEQVVESGGGFVQPGGSLRLSCAASGFTFSPYWMHWVRQAPGKGLVWVSRINSDGSTYYADSVKGRFTISRDNARNTLYLQMNSLRAEDTAVYYCARDRYYGPEMWGQGTMVTVSS'\\n 'DVVMTQSPLSLPVTLGQPASISCRSSQSLVYSDGNTYLNWFQQRPGQSPRRLIYKVSNRDSGVPDRFSGSGSGTDFTLKISRVEAEDVGVYYCMQGTHWPLTFGGGTKVEIK']"]. Developability metrics: CDR_Length=48.0, PSH=121, PPC=0.0726, PNC=1.42, SFvCSP=0. (8) The antibody is ["['QVQLVESGGGVVQPGRSLRLSCAASGFSFSNYGMHWVRQAPGKGLEWVALIWYDGSNEDYTDSVKGRFTISRDNSKNTLYLQMNSLRAEDTAVYYCARWGMVRGVIDVFDIWGQGTVVTVSS'\\n 'DIQMTQSPSSVSASVGDRVTITCRASQGISSWLAWYQHKPGKAPKLLIYAASSLQSGVPSRFSGSGSGTDFTLTISSLQPEDFATYYCQQANSFPWTFGQGTKVEIK']"]. Developability metrics: CDR_Length=49.0, PSH=113, PPC=0, PNC=1.12, SFvCSP=3.10. (9) The antibody is ["['EVQLVESGGGLVQPGGSLRLSCAASGFTFSSSWMNWVRQAPGKGLEWVGRIYPGDGDTNYNVKFKGRFTISRDDSKNSLYLQMNSLKTEDTAVYYCARSGFITTVRDFDYWGQGTLVTVSS'\\n 'EIVLTQSPDFQSVTPKEKVTITCRASESVDTFGISFMNWFQQKPDQSPKLLIHEASNQGSGVPSRFSGSGSGTDFTLTINSLEAEDAATYYCQQSKEVPFTFGGGTKVEIK']"]. Developability metrics: CDR_Length=52.0, PSH=129, PPC=0.337, PNC=0.531, SFvCSP=-5.80. (10) Developability metrics: CDR_Length=45.0, PSH=106, PPC=0, PNC=1.19, SFvCSP=-6.30. The antibody is ["['QVQLVQSGAEVKKPGASVKVSCKVSGFPIKDTFQHWVRQAPGKGLEWMGWSDPEIGDTEYASKFQGRVTMTEDTSTDTAYMELSSLRSEDTAVYYCATGDTTYKFDFWGQGTTVTVSS'\\n 'DIQMTQSPSSLSASVGDRVTITCKASQDVHTAVAWYQQKPGKAPKLLIYWASTRWTGVPSRFSGSGSGTDFTLTISSLQPEDFATYYCQQYSDYPWTFGGGTKVEIK']"].